This data is from Catalyst prediction with 721,799 reactions and 888 catalyst types from USPTO. The task is: Predict which catalyst facilitates the given reaction. (1) Reactant: [OH-].[Na+].[Br:3][C:4]1[N:5]=[C:6]([C@H:15]2[CH2:20][CH2:19][C@H:18]([C:21]([O:23]C)=[O:22])[CH2:17][CH2:16]2)[O:7][C:8]=1[C:9]1[CH:14]=[CH:13][CH:12]=[CH:11][CH:10]=1. Product: [Br:3][C:4]1[N:5]=[C:6]([C@H:15]2[CH2:16][CH2:17][C@H:18]([C:21]([OH:23])=[O:22])[CH2:19][CH2:20]2)[O:7][C:8]=1[C:9]1[CH:14]=[CH:13][CH:12]=[CH:11][CH:10]=1. The catalyst class is: 250. (2) Reactant: C(=O)([O-])[O-].[K+].[K+].[NH:7]1[CH2:12][CH2:11][O:10][CH2:9][CH2:8]1.[CH:13]([N:26]1[CH2:29][C:28](=[CH:30][S:31]([CH2:34][C:35]2[CH:40]=[CH:39][CH:38]=[C:37]([O:41][CH2:42][CH2:43][CH2:44][CH2:45]Br)[CH:36]=2)(=[O:33])=[O:32])[CH2:27]1)([C:20]1[CH:25]=[CH:24][CH:23]=[CH:22][CH:21]=1)[C:14]1[CH:19]=[CH:18][CH:17]=[CH:16][CH:15]=1. Product: [CH:13]([N:26]1[CH2:29][C:28](=[CH:30][S:31]([CH2:34][C:35]2[CH:36]=[C:37]([CH:38]=[CH:39][CH:40]=2)[O:41][CH2:42][CH2:43][CH2:44][CH2:45][N:7]2[CH2:12][CH2:11][O:10][CH2:9][CH2:8]2)(=[O:33])=[O:32])[CH2:27]1)([C:20]1[CH:21]=[CH:22][CH:23]=[CH:24][CH:25]=1)[C:14]1[CH:19]=[CH:18][CH:17]=[CH:16][CH:15]=1. The catalyst class is: 647.